Dataset: Catalyst prediction with 721,799 reactions and 888 catalyst types from USPTO. Task: Predict which catalyst facilitates the given reaction. (1) Reactant: [Cl:1][C:2]1[CH:7]=[CH:6][CH:5]=[CH:4][C:3]=1[C:8]1[N:9]([C:16]2[CH:21]=[CH:20][C:19]([C:22]3[CH:27]=[CH:26][CH:25]=[C:24]([S:28]([CH3:31])(=[O:30])=[O:29])[CH:23]=3)=[CH:18][CH:17]=2)[CH:10]=[C:11]([C:13](=O)[CH3:14])[N:12]=1.Cl.[NH2:33][OH:34].C([O-])(=O)C.[Na+].CO. Product: [Cl:1][C:2]1[CH:7]=[CH:6][CH:5]=[CH:4][C:3]=1[C:8]1[N:9]([C:16]2[CH:21]=[CH:20][C:19]([C:22]3[CH:27]=[CH:26][CH:25]=[C:24]([S:28]([CH3:31])(=[O:30])=[O:29])[CH:23]=3)=[CH:18][CH:17]=2)[CH:10]=[C:11]([C:13](=[N:33][OH:34])[CH3:14])[N:12]=1. The catalyst class is: 161. (2) Reactant: [CH:1]1([N:4]([CH2:34][CH2:35]O)[C:5]([C:7]2[C:12]([O:13][CH2:14][C:15]3[CH:20]=[CH:19][CH:18]=[CH:17][CH:16]=3)=[C:11]([OH:21])[N:10]=[C:9]([CH2:22][C:23]3([C:28]4[CH:33]=[CH:32][CH:31]=[CH:30][CH:29]=4)[CH2:27][CH2:26][CH2:25][CH2:24]3)[N:8]=2)=[O:6])[CH2:3][CH2:2]1.C1(P(C2C=CC=CC=2)C2C=CC=CC=2)C=CC=CC=1.N(C(OC(C)C)=O)=NC(OC(C)C)=O. Product: [CH2:14]([O:13][C:12]1[C:11](=[O:21])[N:10]=[C:9]([CH2:22][C:23]2([C:28]3[CH:33]=[CH:32][CH:31]=[CH:30][CH:29]=3)[CH2:27][CH2:26][CH2:25][CH2:24]2)[N:8]2[CH2:35][CH2:34][N:4]([CH:1]3[CH2:2][CH2:3]3)[C:5](=[O:6])[C:7]=12)[C:15]1[CH:20]=[CH:19][CH:18]=[CH:17][CH:16]=1. The catalyst class is: 4. (3) Product: [Cl:1][C:2]1[C:3]([F:34])=[C:4]([CH:31]=[CH:32][CH:33]=1)[CH2:5][NH:6][C:7]([C@@H:9]1[CH2:13][C@@H:12]([F:14])[CH2:11][N:10]1[C:15](=[O:30])[CH2:16][N:17]1[C:25]2[C:20](=[CH:21][CH:22]=[C:23]([O:26][CH2:42][C:43]3[NH:47][N:46]=[N:45][N:44]=3)[CH:24]=2)[C:19]([C:27](=[O:29])[CH3:28])=[CH:18]1)=[O:8]. Reactant: [Cl:1][C:2]1[C:3]([F:34])=[C:4]([CH:31]=[CH:32][CH:33]=1)[CH2:5][NH:6][C:7]([C@@H:9]1[CH2:13][C@@H:12]([F:14])[CH2:11][N:10]1[C:15](=[O:30])[CH2:16][N:17]1[C:25]2[C:20](=[CH:21][CH:22]=[C:23]([OH:26])[CH:24]=2)[C:19]([C:27](=[O:29])[CH3:28])=[CH:18]1)=[O:8].C(=O)([O-])[O-].[Cs+].[Cs+].Cl[CH2:42][C:43]1[NH:47][N:46]=[N:45][N:44]=1. The catalyst class is: 16.